This data is from Forward reaction prediction with 1.9M reactions from USPTO patents (1976-2016). The task is: Predict the product of the given reaction. (1) The product is: [C:1]([O:5][C:6](=[O:23])[NH:7][CH:8]1[CH:15]2[CH:11]([CH2:12][NH:13][CH2:14]2)[O:10][CH2:9]1)([CH3:4])([CH3:2])[CH3:3]. Given the reactants [C:1]([O:5][C:6](=[O:23])[NH:7][CH:8]1[CH:15]2[CH:11]([CH2:12][N:13](CC3C=CC=CC=3)[CH2:14]2)[O:10][CH2:9]1)([CH3:4])([CH3:3])[CH3:2].C([O-])=O.[NH4+], predict the reaction product. (2) The product is: [CH:1]1([N:4]2[C:9]3[N:10]=[CH:11][C:12]([C:14]([OH:16])=[O:15])=[CH:13][C:8]=3[C:7](=[O:19])[N:6]([CH:20]3[CH2:22][CH2:21]3)[C:5]2=[O:23])[CH2:3][CH2:2]1. Given the reactants [CH:1]1([N:4]2[C:9]3[N:10]=[CH:11][C:12]([C:14]([O:16]CC)=[O:15])=[CH:13][C:8]=3[C:7](=[O:19])[N:6]([CH:20]3[CH2:22][CH2:21]3)[C:5]2=[O:23])[CH2:3][CH2:2]1.B(Br)(Br)Br.O, predict the reaction product. (3) Given the reactants [N:1]1[C:10]2[CH:9]=[CH:8][CH:7]=[C:6]([OH:11])[C:5]=2[CH:4]=[CH:3][CH:2]=1.C([O-])([O-])=O.[K+].[K+].I[CH:19]([CH3:21])[CH3:20], predict the reaction product. The product is: [CH:19]([O:11][C:6]1[CH:7]=[CH:8][CH:9]=[C:10]2[C:5]=1[CH:4]=[CH:3][CH:2]=[N:1]2)([CH3:21])[CH3:20]. (4) Given the reactants [CH3:1][O:2][C:3]1[CH:20]=[C:19]([O:21]C)[CH:18]=[C:17]2[C:4]=1[C@H:5]1[C@H:14]([CH2:15][S:16]2(=[O:24])=[O:23])[C@:13]2([CH3:25])[C@H:8]([C:9]([CH3:27])([CH3:26])[CH2:10][CH2:11][CH2:12]2)[CH2:7][CH2:6]1.C(Cl)Cl.B(Br)(Br)Br, predict the reaction product. The product is: [OH:21][C:19]1[CH:18]=[C:17]2[C:4]([C@H:5]3[C@H:14]([CH2:15][S:16]2(=[O:23])=[O:24])[C@:13]2([CH3:25])[C@H:8]([C:9]([CH3:26])([CH3:27])[CH2:10][CH2:11][CH2:12]2)[CH2:7][CH2:6]3)=[C:3]([O:2][CH3:1])[CH:20]=1. (5) Given the reactants F[C:2](F)(F)[C:3]1[C:11]2[C:6](=[N:7][CH:8]=[CH:9][CH:10]=2)[NH:5][N:4]=1.[NH3:14], predict the reaction product. The product is: [NH:5]1[C:6]2=[N:7][CH:8]=[CH:9][CH:10]=[C:11]2[C:3]([C:2]#[N:14])=[N:4]1. (6) Given the reactants C(Cl)(=O)C(Cl)=O.[OH:7][CH2:8][C:9]1[N:10]=[CH:11][C:12]([C:15]2[CH:29]=[CH:28][C:18]([O:19][CH2:20][C:21]([CH3:27])([CH3:26])[C:22]([O:24][CH3:25])=[O:23])=[CH:17][CH:16]=2)=[N:13][CH:14]=1.[Cl-].[NH4+], predict the reaction product. The product is: [CH:8]([C:9]1[N:10]=[CH:11][C:12]([C:15]2[CH:29]=[CH:28][C:18]([O:19][CH2:20][C:21]([CH3:27])([CH3:26])[C:22]([O:24][CH3:25])=[O:23])=[CH:17][CH:16]=2)=[N:13][CH:14]=1)=[O:7]. (7) Given the reactants [CH3:1][O:2][C:3]1[CH:4]=[C:5]2[C:10](=[CH:11][C:12]=1[O:13][CH3:14])[N:9]=[CH:8][CH:7]=[C:6]2[O:15][C:16]1[CH:22]=[CH:21][C:19]([NH2:20])=[C:18]([F:23])[CH:17]=1.C(N(CC)CC)C.ClC(Cl)(O[C:35](=[O:41])OC(Cl)(Cl)Cl)Cl.[Br:43][C:44]1[CH:45]=[C:46]([C@H:50]([NH2:52])[CH3:51])[CH:47]=[CH:48][CH:49]=1, predict the reaction product. The product is: [Br:43][C:44]1[CH:45]=[C:46]([C@H:50]([NH:52][C:35]([NH:20][C:19]2[CH:21]=[CH:22][C:16]([O:15][C:6]3[C:5]4[C:10](=[CH:11][C:12]([O:13][CH3:14])=[C:3]([O:2][CH3:1])[CH:4]=4)[N:9]=[CH:8][CH:7]=3)=[CH:17][C:18]=2[F:23])=[O:41])[CH3:51])[CH:47]=[CH:48][CH:49]=1.